From a dataset of Catalyst prediction with 721,799 reactions and 888 catalyst types from USPTO. Predict which catalyst facilitates the given reaction. (1) The catalyst class is: 27. Product: [Cl:1][C:2]1[CH:7]=[C:6]([Cl:8])[CH:5]=[CH:4][C:3]=1[CH2:9][CH2:10][CH2:11][O:12][C:13]1[C:14]2[N:15]([C:19]([CH2:26][OH:27])=[C:20]([C:22]([F:24])([F:23])[F:25])[N:21]=2)[CH:16]=[CH:17][CH:18]=1. Reactant: [Cl:1][C:2]1[CH:7]=[C:6]([Cl:8])[CH:5]=[CH:4][C:3]=1[CH2:9][CH2:10][CH2:11][O:12][C:13]1[C:14]2[N:15]([C:19]([C:26](OCC)=[O:27])=[C:20]([C:22]([F:25])([F:24])[F:23])[N:21]=2)[CH:16]=[CH:17][CH:18]=1.B.[OH-].[Na+].O. (2) Reactant: C([O:4][CH:5]1[CH:6]([CH3:53])[CH2:7][CH2:8][CH:9]([O:47][CH:48]([O:50][CH2:51][CH3:52])[CH3:49])[CH2:10][C:11]([O:13][CH:14](/[C:19](/[CH3:46])=[CH:20]/[CH:21]=[CH:22]/[C:23]([O:40][CH:41]([O:43][CH2:44][CH3:45])[CH3:42])([CH3:39])[CH2:24][CH:25]2[O:38][CH:26]2[CH:27]([CH3:37])[CH:28]([O:31][CH:32]([O:34][CH2:35][CH3:36])[CH3:33])[CH2:29][CH3:30])[CH:15]([CH3:18])[CH:16]=[CH:17]1)=[O:12])(=O)C.C(=O)([O-])[O-].[K+].[K+]. Product: [CH2:51]([O:50][CH:48]([O:47][CH:9]1[CH2:8][CH2:7][CH:6]([CH3:53])[CH:5]([OH:4])[CH:17]=[CH:16][CH:15]([CH3:18])[CH:14](/[C:19](/[CH3:46])=[CH:20]/[CH:21]=[CH:22]/[C:23]([O:40][CH:41]([O:43][CH2:44][CH3:45])[CH3:42])([CH3:39])[CH2:24][CH:25]2[O:38][CH:26]2[CH:27]([CH3:37])[CH:28]([O:31][CH:32]([O:34][CH2:35][CH3:36])[CH3:33])[CH2:29][CH3:30])[O:13][C:11](=[O:12])[CH2:10]1)[CH3:49])[CH3:52]. The catalyst class is: 125. (3) Reactant: [F:1][C:2]([F:17])([F:16])[C:3]1[CH:15]=[CH:14][C:13]2[C:12]3[C:7](=[CH:8][CH:9]=[CH:10][CH:11]=3)[NH:6][C:5]=2[CH:4]=1.[N+:18]([O-])([OH:20])=[O:19]. Product: [N+:18]([C:10]1[CH:11]=[C:12]2[C:7](=[CH:8][CH:9]=1)[NH:6][C:5]1[CH:4]=[C:3]([C:2]([F:1])([F:16])[F:17])[CH:15]=[CH:14][C:13]2=1)([O-:20])=[O:19]. The catalyst class is: 52. (4) Reactant: [O:1]1[CH:5]=[CH:4][CH:3]=[C:2]1[C:6]1[N:11]=[C:10]2[NH:12][N:13]=[CH:14][C:9]2=[CH:8][C:7]=1[C:15]1[CH:20]=[CH:19][N:18]=[C:17](S(C)(=O)=O)[N:16]=1.C(N(CC)CC)C.[CH:32]([NH2:35])([CH3:34])[CH3:33]. Product: [O:1]1[CH:5]=[CH:4][CH:3]=[C:2]1[C:6]1[N:11]=[C:10]2[NH:12][N:13]=[CH:14][C:9]2=[CH:8][C:7]=1[C:15]1[CH:20]=[CH:19][N:18]=[C:17]([NH:35][CH:32]([CH3:34])[CH3:33])[N:16]=1. The catalyst class is: 10.